This data is from Catalyst prediction with 721,799 reactions and 888 catalyst types from USPTO. The task is: Predict which catalyst facilitates the given reaction. Reactant: [CH2:1]([O:8][C:9]([C:11]1[C:19]2[C:14](=[CH:15][CH:16]=[C:17]([CH2:20][CH2:21]OS(C)(=O)=O)[CH:18]=2)[NH:13][C:12]=1[CH3:27])=[O:10])[C:2]1[CH:7]=[CH:6][CH:5]=[CH:4][CH:3]=1.[CH3:28][NH:29][CH:30]1[CH2:35][CH2:34][CH2:33][CH2:32][CH2:31]1. Product: [CH2:1]([O:8][C:9]([C:11]1[C:19]2[C:14](=[CH:15][CH:16]=[C:17]([CH2:20][CH2:21][N:29]([CH:30]3[CH2:35][CH2:34][CH2:33][CH2:32][CH2:31]3)[CH3:28])[CH:18]=2)[NH:13][C:12]=1[CH3:27])=[O:10])[C:2]1[CH:7]=[CH:6][CH:5]=[CH:4][CH:3]=1. The catalyst class is: 12.